The task is: Predict the product of the given reaction.. This data is from Forward reaction prediction with 1.9M reactions from USPTO patents (1976-2016). (1) Given the reactants [Cl:1][C:2]1[CH:3]=[C:4]([NH:8][CH2:9][C:10]2[C:19]3[C:14](=[C:15]([F:20])[CH:16]=[CH:17][CH:18]=3)[NH:13][C:12](=[O:21])[CH:11]=2)[CH:5]=[CH:6][CH:7]=1.[N:22]1[CH:27]=[CH:26][CH:25]=[CH:24][C:23]=1[C:28](O)=[O:29], predict the reaction product. The product is: [Cl:1][C:2]1[CH:3]=[C:4]([N:8]([CH2:9][C:10]2[C:19]3[C:14](=[C:15]([F:20])[CH:16]=[CH:17][CH:18]=3)[NH:13][C:12](=[O:21])[CH:11]=2)[C:28](=[O:29])[C:23]2[CH:24]=[CH:25][CH:26]=[CH:27][N:22]=2)[CH:5]=[CH:6][CH:7]=1. (2) Given the reactants Br[C:2]1[CH:3]=[C:4]2[C:8](=[CH:9][CH:10]=1)[N:7](C(OC(C)(C)C)=O)[CH:6]=[C:5]2[C:18]1[CH:19]=[N:20][C:21]2[C:26]([CH:27]=1)=[CH:25][CH:24]=[CH:23][CH:22]=2.[Cl-].[Li+].C([Sn](CCCC)(CCCC)[C:35]1[S:39][C:38]([NH:40]C(=O)OC(C)(C)C)=[N:37][CH:36]=1)CCC, predict the reaction product. The product is: [N:20]1[C:21]2[C:26](=[CH:25][CH:24]=[CH:23][CH:22]=2)[CH:27]=[C:18]([C:5]2[C:4]3[C:8](=[CH:9][CH:10]=[C:2]([C:35]4[S:39][C:38]([NH2:40])=[N:37][CH:36]=4)[CH:3]=3)[NH:7][CH:6]=2)[CH:19]=1. (3) Given the reactants Br[C:2]1[CH:7]=[CH:6][C:5]([C:8]2[N:9]([CH2:14][C@@H:15]3[CH2:19][CH2:18][N:17]([C:20]([CH:22]4[CH2:24][CH2:23]4)=[O:21])[CH2:16]3)[C:10](=[O:13])[NH:11][N:12]=2)=[C:4]([CH3:25])[CH:3]=1.[NH:26]1[C:34]2[C:29](=[CH:30][CH:31]=[C:32](B(O)O)[CH:33]=2)[CH:28]=[CH:27]1.C([O-])([O-])=O.[K+].[K+].C([O-])(O)=O.[Na+], predict the reaction product. The product is: [CH:22]1([C:20]([N:17]2[CH2:18][CH2:19][C@@H:15]([CH2:14][N:9]3[C:8]([C:5]4[CH:6]=[CH:7][C:2]([C:32]5[CH:33]=[C:34]6[C:29]([CH:28]=[CH:27][NH:26]6)=[CH:30][CH:31]=5)=[CH:3][C:4]=4[CH3:25])=[N:12][NH:11][C:10]3=[O:13])[CH2:16]2)=[O:21])[CH2:24][CH2:23]1. (4) Given the reactants Cl.[O:2]1[CH2:6][CH2:5][CH:4]([CH2:7][NH2:8])[CH2:3]1.C(N(CC)CC)C.[CH2:16]([O:23][CH2:24][C:25]1[CH:26]=[C:27]([CH:39]=[CH:40][CH:41]=1)[CH2:28][O:29][CH2:30][C:31]1[O:35][N:34]=[C:33]([C:36](O)=[O:37])[CH:32]=1)[C:17]1[CH:22]=[CH:21][CH:20]=[CH:19][CH:18]=1.ON1C2C=CC=CC=2N=N1.Cl.C(N=C=NCCCN(C)C)C.Cl, predict the reaction product. The product is: [O:2]1[CH2:6][CH2:5][CH:4]([CH2:7][NH:8][C:36]([C:33]2[CH:32]=[C:31]([CH2:30][O:29][CH2:28][C:27]3[CH:39]=[CH:40][CH:41]=[C:25]([CH2:24][O:23][CH2:16][C:17]4[CH:18]=[CH:19][CH:20]=[CH:21][CH:22]=4)[CH:26]=3)[O:35][N:34]=2)=[O:37])[CH2:3]1. (5) Given the reactants [CH:1]1([CH2:6][CH2:7][C:8]([N:10]2[C@H:14]([CH2:15][C:16]3[CH:21]=[CH:20][CH:19]=[CH:18][CH:17]=3)[CH2:13][O:12][C:11]2=[O:22])=[O:9])[CH2:5][CH2:4][CH2:3][CH2:2]1.[O-]S(C(F)(F)F)(=O)=O.C([B+]CCCC)CCC.C(N(CC)CC)C.[C:47]1([CH2:53][CH2:54][CH:55]=[O:56])[CH:52]=[CH:51][CH:50]=[CH:49][CH:48]=1, predict the reaction product. The product is: [CH:1]1([CH2:6][C@H:7]([C@@H:55]([OH:56])[CH2:54][CH2:53][C:47]2[CH:52]=[CH:51][CH:50]=[CH:49][CH:48]=2)[C:8]([N:10]2[C@H:14]([CH2:15][C:16]3[CH:21]=[CH:20][CH:19]=[CH:18][CH:17]=3)[CH2:13][O:12][C:11]2=[O:22])=[O:9])[CH2:5][CH2:4][CH2:3][CH2:2]1.